From a dataset of Reaction yield outcomes from USPTO patents with 853,638 reactions. Predict the reaction yield, written as a fraction of the theoretical maximum amount of product (1.0 means a 100% yield; for example, 0.34 means a 34% yield). (1) The reactants are [H-].[Na+].[Cl:3][C:4]1[CH:21]=[CH:20][C:7]([NH:8][S:9]([C:12]2[CH:17]=[CH:16][C:15]([CH2:18][CH3:19])=[CH:14][CH:13]=2)(=[O:11])=[O:10])=[C:6]([N+:22]([O-:24])=[O:23])[CH:5]=1.[CH:25](I)([CH3:27])[CH3:26].O. The catalyst is CN(C=O)C. The product is [Cl:3][C:4]1[CH:21]=[CH:20][C:7]([N:8]([CH:25]([CH3:27])[CH3:26])[S:9]([C:12]2[CH:13]=[CH:14][C:15]([CH2:18][CH3:19])=[CH:16][CH:17]=2)(=[O:11])=[O:10])=[C:6]([N+:22]([O-:24])=[O:23])[CH:5]=1. The yield is 0.370. (2) The reactants are [Cl:1][C:2]1[CH:3]=[C:4]([CH:7]=[C:8]([O:11]C)[C:9]=1[OH:10])[CH:5]=[O:6].B(Br)(Br)Br. The catalyst is ClCCl. The product is [Cl:1][C:2]1[CH:3]=[C:4]([CH:7]=[C:8]([OH:11])[C:9]=1[OH:10])[CH:5]=[O:6]. The yield is 0.890.